From a dataset of Full USPTO retrosynthesis dataset with 1.9M reactions from patents (1976-2016). Predict the reactants needed to synthesize the given product. (1) Given the product [Br:36][CH2:37][CH2:38][CH2:39][O:1][C:2]1[CH:3]=[C:4]([C:20]([NH:22][CH2:23][C:24]2[CH:25]=[CH:26][C:27]([S:30]([CH:33]([CH3:35])[CH3:34])(=[O:31])=[O:32])=[CH:28][CH:29]=2)=[O:21])[C:5](=[O:19])[N:6]([C:9]2[CH:14]=[CH:13][CH:12]=[C:11]([C:15]([F:16])([F:18])[F:17])[CH:10]=2)[C:7]=1[CH3:8], predict the reactants needed to synthesize it. The reactants are: [OH:1][C:2]1[CH:3]=[C:4]([C:20]([NH:22][CH2:23][C:24]2[CH:29]=[CH:28][C:27]([S:30]([CH:33]([CH3:35])[CH3:34])(=[O:32])=[O:31])=[CH:26][CH:25]=2)=[O:21])[C:5](=[O:19])[N:6]([C:9]2[CH:14]=[CH:13][CH:12]=[C:11]([C:15]([F:18])([F:17])[F:16])[CH:10]=2)[C:7]=1[CH3:8].[Br:36][CH2:37][CH2:38][CH2:39]Br. (2) Given the product [Cl:16][C:4]1[C:5](=[O:15])[N:6]([CH:9]2[CH2:14][CH2:13][CH2:12][CH2:11][CH2:10]2)[N:7]([CH3:8])[C:3]=1[CH2:2][N:27]1[CH2:26][CH2:25][N:24]([C:19]2[CH:20]=[CH:21][CH:22]=[CH:23][C:18]=2[Cl:17])[CH2:29][CH2:28]1, predict the reactants needed to synthesize it. The reactants are: Br[CH2:2][C:3]1[N:7]([CH3:8])[N:6]([CH:9]2[CH2:14][CH2:13][CH2:12][CH2:11][CH2:10]2)[C:5](=[O:15])[C:4]=1[Cl:16].[Cl:17][C:18]1[CH:23]=[CH:22][CH:21]=[CH:20][C:19]=1[N:24]1[CH2:29][CH2:28][NH:27][CH2:26][CH2:25]1.C(=O)([O-])[O-].[K+].[K+]. (3) Given the product [C:12]([O:16][C:17]([N:19]1[CH2:24][CH2:23][CH:22]([C:25]2[N:3]3[CH:4]=[CH:5][C:6]([C:8]([CH3:11])([CH3:10])[CH3:9])=[CH:7][C:2]3=[N:1][CH:26]=2)[CH2:21][CH2:20]1)=[O:18])([CH3:15])([CH3:14])[CH3:13], predict the reactants needed to synthesize it. The reactants are: [NH2:1][C:2]1[CH:7]=[C:6]([C:8]([CH3:11])([CH3:10])[CH3:9])[CH:5]=[CH:4][N:3]=1.[C:12]([O:16][C:17]([N:19]1[CH2:24][CH2:23][CH:22]([CH2:25][C:26](Br)=O)[CH2:21][CH2:20]1)=[O:18])([CH3:15])([CH3:14])[CH3:13]. (4) Given the product [Cl:15][C:16]1[CH:17]=[C:18]([C:22]([CH3:27])([CH3:26])[C:23]([CH:2]([C:3]([O:5][CH2:6][CH3:7])=[O:4])[C:1]([O:9][CH2:10][CH3:11])=[O:8])=[O:24])[CH:19]=[CH:20][CH:21]=1, predict the reactants needed to synthesize it. The reactants are: [C:1]([O:9][CH2:10][CH3:11])(=[O:8])[CH2:2][C:3]([O:5][CH2:6][CH3:7])=[O:4].[Mg+2].[Cl-].[Cl-].[Cl:15][C:16]1[CH:17]=[C:18]([C:22]([CH3:27])([CH3:26])[C:23](Cl)=[O:24])[CH:19]=[CH:20][CH:21]=1.C([O-])(=O)CC([O-])=O.